From a dataset of Reaction yield outcomes from USPTO patents with 853,638 reactions. Predict the reaction yield, written as a fraction of the theoretical maximum amount of product (1.0 means a 100% yield; for example, 0.34 means a 34% yield). (1) The reactants are [Cl:1][C:2]1[C:7]([CH:8]([CH3:10])[CH3:9])=[CH:6][C:5]([NH:11][CH2:12][C:13]([N:15]2[CH2:20][CH2:19][N:18]([CH:21]3[CH2:24][N:23]([C:25]([O:27]C(C)(C)C)=O)[CH2:22]3)[CH2:17][CH2:16]2)=[O:14])=[C:4]([O:32][CH3:33])[CH:3]=1.[C:34](O)(=O)[CH:35]=C.F[P-](F)(F)(F)(F)F.N1(O[P+](N(C)C)(N(C)C)N(C)C)C2C=CC=CC=2N=N1.CCN(C(C)C)C(C)C. The catalyst is Cl.CO.CN(C=O)C. The product is [Cl:1][C:2]1[C:7]([CH:8]([CH3:9])[CH3:10])=[CH:6][C:5]([NH:11][CH2:12][C:13]([N:15]2[CH2:16][CH2:17][N:18]([CH:21]3[CH2:24][N:23]([C:25](=[O:27])[CH:34]=[CH2:35])[CH2:22]3)[CH2:19][CH2:20]2)=[O:14])=[C:4]([O:32][CH3:33])[CH:3]=1. The yield is 0.850. (2) The reactants are [Cl:1][C:2]1[C:7]([C:8]([NH:10][C:11]2[CH:16]=[CH:15][CH:14]=[CH:13][C:12]=2[O:17][CH3:18])=[O:9])=[C:6](Cl)[N:5]=[CH:4][N:3]=1.[NH3:20]. The catalyst is O1CCOCC1. The product is [NH2:20][C:6]1[C:7]([C:8]([NH:10][C:11]2[CH:16]=[CH:15][CH:14]=[CH:13][C:12]=2[O:17][CH3:18])=[O:9])=[C:2]([Cl:1])[N:3]=[CH:4][N:5]=1. The yield is 0.890.